Predict the product of the given reaction. From a dataset of Forward reaction prediction with 1.9M reactions from USPTO patents (1976-2016). (1) Given the reactants [F:1][C:2]([F:45])([F:44])[C:3]1[CH:4]=[C:5]([CH2:13][N:14]([C:38]2[N:39]=[N:40][N:41]([CH3:43])[N:42]=2)[C@@H:15]2[C:21]3[CH:22]=[C:23]([CH3:27])[CH:24]=[C:25]([CH3:26])[C:20]=3[N:19]([CH2:28][C@H:29]3[CH2:34][CH2:33][C@H:32]([C:35]([OH:37])=[O:36])[CH2:31][CH2:30]3)[CH2:18][CH2:17][CH2:16]2)[CH:6]=[C:7]([C:9]([F:12])([F:11])[F:10])[CH:8]=1.C(O)(=O)C, predict the reaction product. The product is: [C:35]([OH:37])(=[O:36])[CH3:32].[F:12][C:9]([F:10])([F:11])[C:7]1[CH:6]=[C:5]([CH2:13][N:14]([C:38]2[N:39]=[N:40][N:41]([CH3:43])[N:42]=2)[C@@H:15]2[C:21]3[CH:22]=[C:23]([CH3:27])[CH:24]=[C:25]([CH3:26])[C:20]=3[N:19]([CH2:28][C@H:29]3[CH2:34][CH2:33][C@H:32]([C:35]([OH:37])=[O:36])[CH2:31][CH2:30]3)[CH2:18][CH2:17][CH2:16]2)[CH:4]=[C:3]([C:2]([F:1])([F:45])[F:44])[CH:8]=1. (2) The product is: [C:37]([NH:41][C:23](=[O:25])[CH:22]([N:8]1[CH2:9][CH2:10][CH2:11][C:12]2[CH:17]=[C:16]([O:18][CH3:19])[C:15]([O:20][CH3:21])=[CH:14][C:13]=2[CH:7]1[CH2:6][C:5]1[CH:32]=[CH:33][C:34]([O:35][CH3:36])=[C:3]([O:2][CH3:1])[CH:4]=1)[C:26]1[CH:27]=[CH:28][CH:29]=[CH:30][CH:31]=1)([CH3:40])([CH3:39])[CH3:38]. Given the reactants [CH3:1][O:2][C:3]1[CH:4]=[C:5]([CH:32]=[CH:33][C:34]=1[O:35][CH3:36])[CH2:6][CH:7]1[C:13]2[CH:14]=[C:15]([O:20][CH3:21])[C:16]([O:18][CH3:19])=[CH:17][C:12]=2[CH2:11][CH2:10][CH2:9][N:8]1[CH:22]([C:26]1[CH:31]=[CH:30][CH:29]=[CH:28][CH:27]=1)[C:23]([OH:25])=O.[C:37]([NH2:41])([CH3:40])([CH3:39])[CH3:38], predict the reaction product. (3) Given the reactants [CH3:1][OH:2].C[O-].[Na+].F[C:7]1[CH:12]=[C:11]([CH2:13][NH:14][C:15]2[CH:28]=[C:27]3[C:18]([O:19][C:20]4[C:21]([C:29]5[NH:34][C:33](=[O:35])[CH:32]=[C:31]([N:36]6[CH2:41][CH2:40][O:39][CH2:38][CH2:37]6)[CH:30]=5)=[CH:22][CH:23]=[CH:24][C:25]=4[CH2:26]3)=[CH:17][CH:16]=2)[CH:10]=[CH:9][N:8]=1.C(Cl)(Cl)Cl, predict the reaction product. The product is: [CH3:1][O:2][C:7]1[CH:12]=[C:11]([CH2:13][NH:14][C:15]2[CH:28]=[C:27]3[C:18]([O:19][C:20]4[C:21]([C:29]5[NH:34][C:33](=[O:35])[CH:32]=[C:31]([N:36]6[CH2:41][CH2:40][O:39][CH2:38][CH2:37]6)[CH:30]=5)=[CH:22][CH:23]=[CH:24][C:25]=4[CH2:26]3)=[CH:17][CH:16]=2)[CH:10]=[CH:9][N:8]=1. (4) Given the reactants [CH:1]1[C:10]2[C:5](=[CH:6][CH:7]=[CH:8][CH:9]=2)[CH:4]=[C:3]([CH:11]=[O:12])[C:2]=1[CH:13]=[O:14].O[C:16]1[C:25]2[C:20](=CC=CC=2)[C:19](O)=[CH:18][CH:17]=1, predict the reaction product. The product is: [CH:16]1[C:25]2[C:13](=[O:14])[C:2]3[C:3](=[CH:4][C:5]4[C:10]([CH:1]=3)=[CH:9][C:8]3[C:7](=[CH:10][CH:1]=[CH:2][CH:3]=3)[CH:6]=4)[C:11](=[O:12])[C:20]=2[CH:19]=[CH:18][CH:17]=1. (5) Given the reactants [ClH:1].O1CCOCC1.C(OC([N:15]1[CH2:20][CH2:19][C:18]([NH:31]C(OC(C)(C)C)=O)([CH2:21][O:22][CH2:23][C:24]2[CH:29]=[CH:28][C:27]([Cl:30])=[CH:26][CH:25]=2)[CH2:17][CH2:16]1)=O)(C)(C)C, predict the reaction product. The product is: [ClH:30].[ClH:1].[Cl:30][C:27]1[CH:26]=[CH:25][C:24]([CH2:23][O:22][CH2:21][C:18]2([NH2:31])[CH2:19][CH2:20][NH:15][CH2:16][CH2:17]2)=[CH:29][CH:28]=1. (6) The product is: [NH2:27][CH2:28][CH2:29][CH2:30][O:31][C:32]1[CH:33]=[C:34]([CH:39]=[CH:40][CH:41]=1)[C:35]([O:37][CH3:38])=[O:36]. Given the reactants NC1C=CC(C2CCC(C(OC)=O)C2)=CC=1.C(OC([NH:27][CH2:28][CH2:29][CH2:30][O:31][C:32]1[CH:33]=[C:34]([CH:39]=[CH:40][CH:41]=1)[C:35]([O:37][CH3:38])=[O:36])=O)C1C=CC=CC=1.CCO, predict the reaction product. (7) Given the reactants [F:1][C:2]([F:15])([F:14])[C:3](=[O:13])[CH2:4][CH2:5][CH2:6][CH2:7][CH2:8][C:9]([O:11]C)=O.[O:16]([C:23]1[CH:29]=[CH:28][C:26]([NH2:27])=[CH:25][CH:24]=1)[C:17]1[CH:22]=[CH:21][CH:20]=[CH:19][CH:18]=1.NC1C=CC=CC=1, predict the reaction product. The product is: [F:14][C:2]([F:1])([F:15])[C:3](=[O:13])[CH2:4][CH2:5][CH2:6][CH2:7][CH2:8][C:9]([NH:27][C:26]1[CH:25]=[CH:24][C:23]([O:16][C:17]2[CH:22]=[CH:21][CH:20]=[CH:19][CH:18]=2)=[CH:29][CH:28]=1)=[O:11].